From a dataset of Tyrosyl-DNA phosphodiesterase HTS with 341,365 compounds. Binary Classification. Given a drug SMILES string, predict its activity (active/inactive) in a high-throughput screening assay against a specified biological target. (1) The compound is S(CC(=O)N(c1c(n(Cc2ccccc2)c(=O)[nH]c1=O)N)CCOC)c1sc(Nc2c(F)cccc2)nn1. The result is 0 (inactive). (2) The compound is O(c1cc(c2nn(cc2/C=C(\C(=O)NCCCn2ccnc2)C#N)c2ccccc2)ccc1)CC. The result is 0 (inactive). (3) The molecule is O1c2c(NC(=O)C1)cc(c1nc3n(c1)cccc3C)cc2. The result is 0 (inactive). (4) The compound is O=C(N(C)C)C(N(c1nc(NC(C)C)nc(n1)NCC)C#N)C. The result is 0 (inactive). (5) The drug is O=C(N(C(C)C)Cc1n(ccn1)C)c1noc(c1)COc1cc(OC)ccc1. The result is 0 (inactive).